This data is from Reaction yield outcomes from USPTO patents with 853,638 reactions. The task is: Predict the reaction yield, written as a fraction of the theoretical maximum amount of product (1.0 means a 100% yield; for example, 0.34 means a 34% yield). (1) The reactants are [CH2:1]([O:8][C:9]1[CH:14]=[CH:13][C:12]([CH2:15][C@H:16]([NH:21][C:22]([O:24][CH2:25][CH:26]2[C:38]3[CH:37]=[CH:36][CH:35]=[CH:34][C:33]=3[C:32]3[C:27]2=[CH:28][CH:29]=[CH:30][CH:31]=3)=[O:23])[C:17]([O:19]C)=[O:18])=[C:11]([F:39])[CH:10]=1)[C:2]1[CH:7]=[CH:6][CH:5]=[CH:4][CH:3]=1.[I-].[Li+]. The catalyst is C(OCC)(=O)C. The product is [CH2:1]([O:8][C:9]1[CH:14]=[CH:13][C:12]([CH2:15][C@H:16]([NH:21][C:22]([O:24][CH2:25][CH:26]2[C:27]3[CH:28]=[CH:29][CH:30]=[CH:31][C:32]=3[C:33]3[C:38]2=[CH:37][CH:36]=[CH:35][CH:34]=3)=[O:23])[C:17]([OH:19])=[O:18])=[C:11]([F:39])[CH:10]=1)[C:2]1[CH:3]=[CH:4][CH:5]=[CH:6][CH:7]=1. The yield is 0.720. (2) The yield is 0.710. The catalyst is C1(C)C=CC=CC=1. The product is [Cl:1][C:2]1[CH:3]=[CH:4][C:5]([O:15][CH2:16][C:17]2[CH:22]=[CH:21][C:20]([F:23])=[CH:19][C:18]=2[F:24])=[C:6]([C:8]2[N:25]([C:26]3[CH:27]=[CH:28][C:29]([S:32]([NH:35][C:36]([C:38]4[CH:39]=[CH:40][CH:41]=[CH:42][CH:43]=4)=[O:37])(=[O:34])=[O:33])=[CH:30][CH:31]=3)[C:11]([CH3:12])=[CH:10][CH:9]=2)[CH:7]=1. The reactants are [Cl:1][C:2]1[CH:3]=[CH:4][C:5]([O:15][CH2:16][C:17]2[CH:22]=[CH:21][C:20]([F:23])=[CH:19][C:18]=2[F:24])=[C:6]([C:8](=O)[CH2:9][CH2:10][C:11](=O)[CH3:12])[CH:7]=1.[NH2:25][C:26]1[CH:31]=[CH:30][C:29]([S:32]([NH:35][C:36]([C:38]2[CH:43]=[CH:42][CH:41]=[CH:40][CH:39]=2)=[O:37])(=[O:34])=[O:33])=[CH:28][CH:27]=1.C1(C)C=CC(S(O)(=O)=O)=CC=1. (3) The reactants are C1C(=O)N([I:8])C(=O)C1.[C:9]([NH:12][C:13]1[N:18]2[C:19]3[N:25]=[CH:24][CH:23]=[C:22]([O:26][CH3:27])[C:20]=3[CH:21]=[C:17]2[CH:16]=[CH:15][N:14]=1)(=[O:11])[CH3:10]. The catalyst is C(Cl)Cl. The product is [C:9]([NH:12][C:13]1[N:18]2[C:19]3[N:25]=[CH:24][CH:23]=[C:22]([O:26][CH3:27])[C:20]=3[C:21]([I:8])=[C:17]2[CH:16]=[CH:15][N:14]=1)(=[O:11])[CH3:10]. The yield is 0.930. (4) The reactants are [C:1]1([NH:7][C:8](=[O:14])[O:9][C:10]([CH3:13])([CH3:12])[CH3:11])[CH:6]=[CH:5][CH:4]=[CH:3][CH:2]=1.[Li:15]CCCC. The catalyst is CCCCC. The product is [Li:15][N:7]([C:1]1[CH:6]=[CH:5][CH:4]=[CH:3][CH:2]=1)[C:8]([O:9][C:10]([CH3:11])([CH3:13])[CH3:12])=[O:14]. The yield is 0.774. (5) The reactants are [I-:1].[Mg+2:2].[I-].[C:4]([O:7][C:8]([CH3:13])([CH3:12])[C:9]([Br:11])=[O:10])(=[O:6])[CH3:5]. The catalyst is O1CCOCC1. The product is [CH3:5][C:4]([O:7][C:8]([C:9]([Br:11])=[O:10])([CH3:13])[CH3:12])=[O:6].[Mg+2:2].[I-:1].[I-:1].[O:7]1[CH2:8][CH2:9][O:10][CH2:5][CH2:4]1. The yield is 0.986.